Predict the product of the given reaction. From a dataset of Forward reaction prediction with 1.9M reactions from USPTO patents (1976-2016). Given the reactants CC1(C)C(C)(C)OB(O)O1.[C:11]([C:13]1[C:14]([C:19]2[CH2:20][CH2:21][N:22](C(OCC3C=CC=CC=3)=O)[CH2:23][CH:24]=2)=[N:15][CH:16]=[CH:17][CH:18]=1)#[N:12], predict the reaction product. The product is: [NH:22]1[CH2:23][CH2:24][CH:19]([C:14]2[N:15]=[CH:16][CH:17]=[CH:18][C:13]=2[C:11]#[N:12])[CH2:20][CH2:21]1.